From a dataset of Forward reaction prediction with 1.9M reactions from USPTO patents (1976-2016). Predict the product of the given reaction. (1) The product is: [F:1][C:2]([F:9])([F:8])[CH2:3][CH2:4][C:5]([N:47]1[CH2:46][CH2:45][N:44]2[CH2:49][C@@H:41]([NH:40][C:37]3[CH:36]=[CH:35][C:34]([C:33]([F:51])([F:32])[F:50])=[CH:39][N:38]=3)[CH2:42][C@H:43]2[CH2:48]1)=[O:6]. Given the reactants [F:1][C:2]([F:9])([F:8])[CH2:3][CH2:4][C:5](O)=[O:6].O.OC1C2N=NNC=2C=CC=1.C(N=C=NCCCN(C)C)C.[F:32][C:33]([F:51])([F:50])[C:34]1[CH:35]=[CH:36][C:37]([NH:40][C@@H:41]2[CH2:49][N:44]3[CH2:45][CH2:46][NH:47][CH2:48][C@@H:43]3[CH2:42]2)=[N:38][CH:39]=1, predict the reaction product. (2) Given the reactants [Cl:1][C:2]1[CH:3]=[C:4]([CH:21]=[CH:22][C:23]=1[F:24])[CH2:5][N:6]1[CH2:15][CH2:14][C:13]2[C:8](=[C:9]([O:18]C)[C:10](=[O:17])[N:11]([CH3:16])[CH:12]=2)[C:7]1=[O:20].Br, predict the reaction product. The product is: [Cl:1][C:2]1[CH:3]=[C:4]([CH:21]=[CH:22][C:23]=1[F:24])[CH2:5][N:6]1[CH2:15][CH2:14][C:13]2[C:8](=[C:9]([OH:18])[C:10](=[O:17])[N:11]([CH3:16])[CH:12]=2)[C:7]1=[O:20]. (3) The product is: [CH3:1][C:2]1[O:3][C:4]2[C:13]3[C@H:12]([CH2:14][CH2:15][NH:16][C:17](=[O:20])[CH2:18][CH3:19])[CH2:11][CH2:10][C:9]=3[CH:8]=[CH:7][C:5]=2[N:6]=1. Given the reactants [CH3:1][C:2]1[O:3][C:4]2[C:13]3[CH:12]([CH2:14][CH2:15][NH:16][C:17](=[O:20])[CH2:18][CH3:19])[CH2:11][CH2:10][C:9]=3[CH:8]=[CH:7][C:5]=2[N:6]=1.CCCCCC.C(O)C.C(NCC)C, predict the reaction product. (4) Given the reactants [Br:1][C:2]1[CH:3]=[CH:4][C:5]([N:8]2[CH2:13][CH2:12][CH:11]([OH:14])[CH2:10][CH2:9]2)=[N:6][CH:7]=1.[C:15](OC(=O)C)(=[O:17])[CH3:16].CCN(CC)CC, predict the reaction product. The product is: [C:15]([O:14][CH:11]1[CH2:12][CH2:13][N:8]([C:5]2[CH:4]=[CH:3][C:2]([Br:1])=[CH:7][N:6]=2)[CH2:9][CH2:10]1)(=[O:17])[CH3:16]. (5) Given the reactants [F:1][C:2]1[CH:7]=[CH:6][CH:5]=[C:4]([F:8])[C:3]=1[N:9]1[C:14]2[N:15]=[C:16](S(C)(=O)=O)[N:17]=[C:18]([C:19]3[CH:20]=[C:21]([NH:26][C:27]([C:29]4[CH:33]=[CH:32][S:31][CH:30]=4)=[O:28])[CH:22]=[CH:23][C:24]=3[CH3:25])[C:13]=2[CH:12]=[CH:11][C:10]1=[O:38].[CH3:39][C:40]1([CH3:49])[CH2:45][CH:44]([NH2:46])[CH2:43][C:42]([CH3:48])([CH3:47])[NH:41]1, predict the reaction product. The product is: [F:8][C:4]1[CH:5]=[CH:6][CH:7]=[C:2]([F:1])[C:3]=1[N:9]1[C:14]2[N:15]=[C:16]([NH:46][CH:44]3[CH2:45][C:40]([CH3:49])([CH3:39])[NH:41][C:42]([CH3:48])([CH3:47])[CH2:43]3)[N:17]=[C:18]([C:19]3[CH:20]=[C:21]([NH:26][C:27]([C:29]4[CH:33]=[CH:32][S:31][CH:30]=4)=[O:28])[CH:22]=[CH:23][C:24]=3[CH3:25])[C:13]=2[CH:12]=[CH:11][C:10]1=[O:38]. (6) Given the reactants [F:1][C:2]([F:27])([F:26])[O:3][C:4]1[CH:9]=[CH:8][C:7]([NH:10][C:11]2[N:16]=[CH:15][N:14]=[C:13]([C:17]3[CH:18]=[C:19]([CH:23]=[CH:24][CH:25]=3)[C:20](O)=[O:21])[CH:12]=2)=[CH:6][CH:5]=1.[F:28][C:29]([F:39])([F:38])[C:30]1[CH:37]=[CH:36][CH:35]=[CH:34][C:31]=1[CH2:32][NH2:33].CN(C(ON1N=NC2C=CC=NC1=2)=[N+](C)C)C.F[P-](F)(F)(F)(F)F.CCN(C(C)C)C(C)C, predict the reaction product. The product is: [F:27][C:2]([F:1])([F:26])[O:3][C:4]1[CH:9]=[CH:8][C:7]([NH:10][C:11]2[N:16]=[CH:15][N:14]=[C:13]([C:17]3[CH:18]=[C:19]([CH:23]=[CH:24][CH:25]=3)[C:20]([NH:33][CH2:32][C:31]3[CH:34]=[CH:35][CH:36]=[CH:37][C:30]=3[C:29]([F:38])([F:39])[F:28])=[O:21])[CH:12]=2)=[CH:6][CH:5]=1. (7) Given the reactants [Cl:1][C:2]1[CH:3]=[C:4]([CH:6]=[CH:7][C:8]=1[F:9])[NH2:5].[C:10](Cl)(=[O:13])[CH2:11][CH3:12].C(N(CC)CC)C, predict the reaction product. The product is: [Cl:1][C:2]1[CH:3]=[C:4]([NH:5][C:10](=[O:13])[CH2:11][CH3:12])[CH:6]=[CH:7][C:8]=1[F:9]. (8) Given the reactants [NH2:1][C:2]1[C:3]([C:13]2[CH:21]=[CH:20][C:16]([C:17]([OH:19])=O)=[C:15]([F:22])[CH:14]=2)=[N:4][C:5]([C:8]([O:10][CH2:11][CH3:12])=[O:9])=[CH:6][N:7]=1.[NH2:23][C@@H:24]([C:27]1[CH:32]=[C:31]([F:33])[CH:30]=[C:29]([Br:34])[CH:28]=1)[CH2:25][OH:26].C1C=NC2N(O)N=NC=2C=1.C(Cl)CCl.CCN(C(C)C)C(C)C, predict the reaction product. The product is: [NH2:1][C:2]1[N:7]=[CH:6][C:5]([C:8]([O:10][CH2:11][CH3:12])=[O:9])=[N:4][C:3]=1[C:13]1[CH:21]=[CH:20][C:16]([C:17](=[O:19])[NH:23][C@@H:24]([C:27]2[CH:32]=[C:31]([F:33])[CH:30]=[C:29]([Br:34])[CH:28]=2)[CH2:25][OH:26])=[C:15]([F:22])[CH:14]=1. (9) Given the reactants [OH:1][CH:2]([C:4]1[O:5][C:6](=[O:21])[C:7]2[C:12]([C:13]=1[C:14]1[S:18][C:17]([CH:19]=O)=[CH:16][CH:15]=1)=[CH:11][CH:10]=[CH:9][CH:8]=2)[CH3:3].C(O)(=O)C.[N:26]1([C:32]([O:34][CH2:35][C:36]2[CH:41]=[CH:40][CH:39]=[CH:38][CH:37]=2)=[O:33])[CH2:31][CH2:30][NH:29][CH2:28][CH2:27]1.[Na].C([O-])(O)=O.[Na+], predict the reaction product. The product is: [OH:1][CH:2]([C:4]1[O:5][C:6](=[O:21])[C:7]2[C:12]([C:13]=1[C:14]1[S:18][C:17]([CH2:19][N:29]3[CH2:30][CH2:31][N:26]([C:32]([O:34][CH2:35][C:36]4[CH:41]=[CH:40][CH:39]=[CH:38][CH:37]=4)=[O:33])[CH2:27][CH2:28]3)=[CH:16][CH:15]=1)=[CH:11][CH:10]=[CH:9][CH:8]=2)[CH3:3]. (10) Given the reactants [F:1][C:2]1[CH:3]=[C:4]([CH:29]=[C:30]([N:32]2[CH2:37][CH2:36][CH2:35][CH2:34][CH2:33]2)[CH:31]=1)[C:5]([NH:7][C:8]1[C:17]2[C:12](=[CH:13][CH:14]=[CH:15][CH:16]=2)[C:11]([O:18][C:19]2[CH:24]=[CH:23][N:22]=[C:21](S(C)(=O)=O)[N:20]=2)=[CH:10][CH:9]=1)=[O:6].[CH3:38][NH:39][CH2:40][C:41]#[CH:42], predict the reaction product. The product is: [F:1][C:2]1[CH:3]=[C:4]([CH:29]=[C:30]([N:32]2[CH2:37][CH2:36][CH2:35][CH2:34][CH2:33]2)[CH:31]=1)[C:5]([NH:7][C:8]1[C:17]2[C:12](=[CH:13][CH:14]=[CH:15][CH:16]=2)[C:11]([O:18][C:19]2[CH:24]=[CH:23][N:22]=[C:21]([N:39]([CH3:38])[CH2:40][C:41]#[CH:42])[N:20]=2)=[CH:10][CH:9]=1)=[O:6].